This data is from Catalyst prediction with 721,799 reactions and 888 catalyst types from USPTO. The task is: Predict which catalyst facilitates the given reaction. (1) Reactant: C(N(CC)CC)C.[Cl:8][C:9]1[N:16]=[C:15](Cl)[C:14]([F:18])=[CH:13][C:10]=1[C:11]#[N:12].CS(C)=O.[NH2:23][CH:24]1[CH2:29][CH2:28][N:27]([C:30]([O:32][CH2:33][C:34]2[CH:39]=[CH:38][CH:37]=[CH:36][CH:35]=2)=[O:31])[CH2:26][CH:25]1[NH:40][C:41]([O:43][C:44]([CH3:47])([CH3:46])[CH3:45])=[O:42]. Product: [C:44]([O:43][C:41]([NH:40][CH:25]1[CH:24]([NH:23][C:15]2[C:14]([F:18])=[CH:13][C:10]([C:11]#[N:12])=[C:9]([Cl:8])[N:16]=2)[CH2:29][CH2:28][N:27]([C:30]([O:32][CH2:33][C:34]2[CH:39]=[CH:38][CH:37]=[CH:36][CH:35]=2)=[O:31])[CH2:26]1)=[O:42])([CH3:47])([CH3:45])[CH3:46]. The catalyst class is: 69. (2) Product: [Br:1][C:2]1[CH:10]=[C:6]2[C:5](=[CH:4][CH:3]=1)[NH:11][C:12](=[S:13])[N:14]([C:15]([O:17][CH2:18][CH3:19])=[O:16])[C:7]2=[O:8]. The catalyst class is: 152. Reactant: [Br:1][C:2]1[CH:3]=[CH:4][C:5]([NH:11][C:12]([NH:14][C:15]([O:17][CH2:18][CH3:19])=[O:16])=[S:13])=[C:6]([CH:10]=1)[C:7](O)=[O:8]. (3) Reactant: [O-:1][CH2:2][CH3:3].[Na+].Cl[C:6]1[N:10]([C:11]2[CH:16]=[CH:15][CH:14]=[CH:13][CH:12]=2)[N:9]=[C:8]([CH3:17])[C:7]=1[CH:18]=[O:19].O. Product: [CH2:2]([O:1][C:6]1[N:10]([C:11]2[CH:16]=[CH:15][CH:14]=[CH:13][CH:12]=2)[N:9]=[C:8]([CH3:17])[C:7]=1[CH:18]=[O:19])[CH3:3]. The catalyst class is: 8. (4) The catalyst class is: 1. Reactant: [C:1]([O:5][C:6](=[O:29])[C@@H:7]([N:15](O)[S:16]([C:19]1[CH:24]=[CH:23][CH:22]=[CH:21][C:20]=1N(C)C)(=[O:18])=[O:17])[CH2:8][C:9]([N:11]([O:13][CH3:14])[CH3:12])=[O:10])([CH3:4])([CH3:3])[CH3:2].[N:30]1[C:39]2[C:34](=[C:35]([CH2:40][CH2:41][OH:42])[CH:36]=[CH:37][CH:38]=2)[CH:33]=[CH:32][CH:31]=1.[CH:43]1C=CC(P(C2C=CC=CC=2)C2C=CC=CC=2)=CC=1.[N:62]([C:69](OCC)=O)=NC(OCC)=O. Product: [C:1]([O:5][C:6](=[O:29])[C@@H:7]([NH:15][S:16]([C:19]1[CH:20]=[CH:21][C:22]([N:62]([CH3:69])[CH3:43])=[CH:23][C:24]=1[O:42][CH2:41][CH2:40][C:35]1[CH:36]=[CH:37][CH:38]=[C:39]2[C:34]=1[CH:33]=[CH:32][CH:31]=[N:30]2)(=[O:18])=[O:17])[CH2:8][C:9]([N:11]([O:13][CH3:14])[CH3:12])=[O:10])([CH3:4])([CH3:2])[CH3:3]. (5) Reactant: [C:1]1([C:7]2[O:8][C:9]([C:15]([F:18])([F:17])[F:16])=[C:10]([C:12]([OH:14])=O)[N:11]=2)[CH:6]=[CH:5][CH:4]=[CH:3][CH:2]=1.COCC([N:24]1[CH:29]=[C:28]([NH2:30])[CH:27]=[CH:26][CH:25]1[NH2:31])C.[ClH:32]. Product: [ClH:32].[CH3:9][O:8][CH2:7][CH:1]([NH:31][C:25]1[N:24]=[CH:29][C:28]([NH:30][C:12]([C:10]2[N:11]=[C:7]([C:1]3[CH:2]=[CH:3][CH:4]=[CH:5][CH:6]=3)[O:8][C:9]=2[C:15]([F:18])([F:17])[F:16])=[O:14])=[CH:27][CH:26]=1)[CH3:2]. The catalyst class is: 28. (6) Reactant: F[C:2](F)(F)[C:3]([O-:5])=[O:4].[CH3:8][C:9]1[N:13]=[C:12]([C:14]2([NH3+:17])[CH2:16][CH2:15]2)[O:11][N:10]=1.C(N(C(C)C)CC)(C)C.[F:27][C:28]1[C:29]2[N:30]([N:46]=[C:47]([C:53]3[CH:58]=[CH:57][C:56]([F:59])=[CH:55][CH:54]=3)[C:48]=2[C:49](=[O:52])[NH:50][CH3:51])[CH:31]=[CH:32][C:33]=1[C:34]1[C:35]([CH3:45])=[CH:36][C:37]([O:43][CH3:44])=[C:38]([CH:42]=1)[C:39](O)=[O:40].CN(C(ON1N=NC2C=CC=NC1=2)=[N+](C)C)C.F[P-](F)(F)(F)(F)F. Product: [C:3]([O-:5])(=[O:4])[CH3:2].[NH4+:10].[F:27][C:28]1[C:29]2[N:30]([N:46]=[C:47]([C:53]3[CH:54]=[CH:55][C:56]([F:59])=[CH:57][CH:58]=3)[C:48]=2[C:49]([NH:50][CH3:51])=[O:52])[CH:31]=[CH:32][C:33]=1[C:34]1[CH:42]=[C:38]([C:39](=[O:40])[NH:17][C:14]2([C:12]3[O:11][N:10]=[C:9]([CH3:8])[N:13]=3)[CH2:16][CH2:15]2)[C:37]([O:43][CH3:44])=[CH:36][C:35]=1[CH3:45]. The catalyst class is: 3.